Task: Regression. Given a peptide amino acid sequence and an MHC pseudo amino acid sequence, predict their binding affinity value. This is MHC class II binding data.. Dataset: Peptide-MHC class II binding affinity with 134,281 pairs from IEDB (1) The peptide sequence is KSILLIMNANTLMGR. The MHC is H-2-IAb with pseudo-sequence H-2-IAb. The binding affinity (normalized) is 0.0699. (2) The peptide sequence is YANYRDIDLGRNEVV. The MHC is HLA-DPA10103-DPB10201 with pseudo-sequence HLA-DPA10103-DPB10201. The binding affinity (normalized) is 0.185. (3) The peptide sequence is NAQRFGISNYCQI. The MHC is HLA-DPA10103-DPB10401 with pseudo-sequence HLA-DPA10103-DPB10401. The binding affinity (normalized) is 0.669. (4) The MHC is DRB1_0401 with pseudo-sequence DRB1_0401. The binding affinity (normalized) is 0.624. The peptide sequence is RKPLDNIKDNVGKME. (5) The peptide sequence is IIFSQNMNIKLKMPL. The MHC is DRB1_1201 with pseudo-sequence DRB1_1201. The binding affinity (normalized) is 0.401. (6) The peptide sequence is APGAAAAPLSWSKDI. The MHC is DRB1_0101 with pseudo-sequence DRB1_0101. The binding affinity (normalized) is 0.679. (7) The binding affinity (normalized) is 0.391. The peptide sequence is PPFSRVVHLYRNGKD. The MHC is HLA-DQA10102-DQB10602 with pseudo-sequence HLA-DQA10102-DQB10602.